Dataset: Full USPTO retrosynthesis dataset with 1.9M reactions from patents (1976-2016). Task: Predict the reactants needed to synthesize the given product. (1) Given the product [CH3:1][O:2][C:3]([C:5]1[C:10]([NH2:11])=[N:9][C:8]([C:12](=[O:14])[CH3:13])=[C:7]([Cl:17])[N:6]=1)=[O:4], predict the reactants needed to synthesize it. The reactants are: [CH3:1][O:2][C:3]([C:5]1[C:10]([NH2:11])=[N:9][C:8]([C:12]([O:14]CC)=[CH2:13])=[C:7]([Cl:17])[N:6]=1)=[O:4].O.C1(C)C=CC(S(O)(=O)=O)=CC=1.C([O-])(O)=O.[Na+]. (2) Given the product [CH3:23][N:6]1[C:5]2[CH:7]=[C:8]([N+:14]([O-:16])=[O:15])[C:9]([N+:11]([O-:13])=[O:12])=[CH:10][C:4]=2[N:3]=[C:2]1[CH3:1], predict the reactants needed to synthesize it. The reactants are: [CH3:1][C:2]1[NH:3][C:4]2[CH:10]=[C:9]([N+:11]([O-:13])=[O:12])[C:8]([N+:14]([O-:16])=[O:15])=[CH:7][C:5]=2[N:6]=1.CO.S(OC)(O[CH3:23])(=O)=O. (3) The reactants are: Cl[CH2:2][CH2:3][CH2:4][CH2:5][CH:6]([C:14]1[NH:18][N:17]=[C:16]([NH:19][C:20]2[CH:25]=[C:24]([O:26][CH3:27])[C:23]([N:28]3[CH:32]=[C:31]([Cl:33])[N:30]=[CH:29]3)=[C:22]([F:34])[CH:21]=2)[N:15]=1)[C:7]1[CH:12]=[CH:11][C:10]([F:13])=[CH:9][CH:8]=1.C(=O)([O-])[O-].[K+].[K+].[I-].[K+]. Given the product [Cl:33][C:31]1[N:30]=[CH:29][N:28]([C:23]2[C:24]([O:26][CH3:27])=[CH:25][C:20]([NH:19][C:16]3[N:15]=[C:14]4[CH:6]([C:7]5[CH:12]=[CH:11][C:10]([F:13])=[CH:9][CH:8]=5)[CH2:5][CH2:4][CH2:3][CH2:2][N:18]4[N:17]=3)=[CH:21][C:22]=2[F:34])[CH:32]=1, predict the reactants needed to synthesize it. (4) Given the product [CH3:1][C:2]1[CH:7]=[CH:6][C:5]([C:8]2[O:9][C:10]([CH3:13])=[N:11][N:12]=2)=[CH:4][C:3]=1[C:14]1[CH:15]=[CH:16][C:17]([C:20]([NH:27][CH2:26][C:25]2[CH:28]=[CH:29][CH:30]=[CH:31][C:24]=2[CH3:23])=[O:22])=[CH:18][CH:19]=1, predict the reactants needed to synthesize it. The reactants are: [CH3:1][C:2]1[CH:7]=[CH:6][C:5]([C:8]2[O:9][C:10]([CH3:13])=[N:11][N:12]=2)=[CH:4][C:3]=1[C:14]1[CH:19]=[CH:18][C:17]([C:20]([OH:22])=O)=[CH:16][CH:15]=1.[CH3:23][C:24]1[CH:31]=[CH:30][CH:29]=[CH:28][C:25]=1[CH2:26][NH2:27].